The task is: Predict the reaction yield, written as a fraction of the theoretical maximum amount of product (1.0 means a 100% yield; for example, 0.34 means a 34% yield).. This data is from Reaction yield outcomes from USPTO patents with 853,638 reactions. (1) The reactants are CS([C:5]1[N:6]=[N:7][CH:8]=[C:9]([C:11]2[CH:16]=[CH:15][CH:14]=[CH:13][CH:12]=2)[N:10]=1)(=O)=O.[NH3:17].C1COCC1. No catalyst specified. The product is [C:11]1([C:9]2[N:10]=[C:5]([NH2:17])[N:6]=[N:7][CH:8]=2)[CH:16]=[CH:15][CH:14]=[CH:13][CH:12]=1. The yield is 0.730. (2) The reactants are Cl.[CH3:2][NH:3][O:4][CH3:5].CCN(C(C)C)C(C)C.C[Al](C)C.[F:19][C:20]1[CH:25]=[CH:24][CH:23]=[CH:22][C:21]=1[N:26]1[CH:31]=[C:30]([O:32][CH3:33])[C:29](=[O:34])[C:28]([C:35]([O:37]C)=O)=[N:27]1.Cl.[Na+].[Cl-]. The yield is 0.650. The product is [F:19][C:20]1[CH:25]=[CH:24][CH:23]=[CH:22][C:21]=1[N:26]1[CH:31]=[C:30]([O:32][CH3:33])[C:29](=[O:34])[C:28]([C:35]([N:3]([O:4][CH3:5])[CH3:2])=[O:37])=[N:27]1. The catalyst is C(Cl)Cl. (3) The reactants are [F:1][C:2]1[CH:7]=[CH:6][C:5]([N+:8]([O-:10])=[O:9])=[CH:4][C:3]=1[N:11]1[C:15](=[O:16])[NH:14][N:13]=[N:12]1.CN(C=O)C.C([O-])([O-])=O.[K+].[K+].Br[CH2:29][CH2:30][F:31]. The catalyst is O.C(OCC)(=O)C. The product is [F:1][C:2]1[CH:7]=[CH:6][C:5]([N+:8]([O-:10])=[O:9])=[CH:4][C:3]=1[N:11]1[C:15](=[O:16])[N:14]([CH2:29][CH2:30][F:31])[N:13]=[N:12]1. The yield is 0.116. (4) The reactants are C[O:2][C:3]1[CH:20]=[CH:19][C:6]([CH2:7][C:8]2[S:9][C:10]([C:13]3[CH:18]=[CH:17][CH:16]=[CH:15][CH:14]=3)=[CH:11][CH:12]=2)=[CH:5][CH:4]=1.B(Br)(Br)Br. No catalyst specified. The product is [C:13]1([C:10]2[S:9][C:8]([CH2:7][C:6]3[CH:5]=[CH:4][C:3]([OH:2])=[CH:20][CH:19]=3)=[CH:12][CH:11]=2)[CH:14]=[CH:15][CH:16]=[CH:17][CH:18]=1. The yield is 0.990. (5) The reactants are [Cl:1][C:2]1[CH:7]=[CH:6][CH:5]=[CH:4][C:3]=1[N:8]1[CH2:17][CH2:16][C:15]2[C:10](=[CH:11][CH:12]=[C:13]([O:18]C)[CH:14]=2)[C:9]1=[O:20].B(Br)(Br)Br.Cl. The yield is 0.980. The catalyst is C(Cl)Cl. The product is [Cl:1][C:2]1[CH:7]=[CH:6][CH:5]=[CH:4][C:3]=1[N:8]1[CH2:17][CH2:16][C:15]2[C:10](=[CH:11][CH:12]=[C:13]([OH:18])[CH:14]=2)[C:9]1=[O:20]. (6) The reactants are F[C:2]1[C:7]([C:8]#[N:9])=[CH:6][C:5]2[C:10]3([CH2:26][O:27][C:4]=2[CH:3]=1)[C:18]1[C:13](=[CH:14][CH:15]=[CH:16][CH:17]=1)[N:12]([CH2:19][C@H:20]1[CH2:24][CH2:23][CH2:22][O:21]1)[C:11]3=[O:25].CC(=[N:31][OH:32])C.C(=O)([O-])[O-].[Cs+].[Cs+].O. The product is [NH2:9][C:8]1[C:7]2[CH:6]=[C:5]3[C:10]4([C:18]5[C:13](=[CH:14][CH:15]=[CH:16][CH:17]=5)[N:12]([CH2:19][C@H:20]5[CH2:24][CH2:23][CH2:22][O:21]5)[C:11]4=[O:25])[CH2:26][O:27][C:4]3=[CH:3][C:2]=2[O:32][N:31]=1. The yield is 0.600. The catalyst is CN(C)C=O. (7) The reactants are [CH3:13][C:12]([O:11][C:9](O[C:9]([O:11][C:12]([CH3:15])([CH3:14])[CH3:13])=[O:10])=[O:10])([CH3:15])[CH3:14].[NH2:16][CH2:17][C:18]1[CH:23]=[CH:22][C:21]([C:24]2[CH:29]=[CH:28][CH:27]=[CH:26][C:25]=2[O:30][CH2:31][CH3:32])=[C:20]([NH2:33])[CH:19]=1. The catalyst is O1CCOCC1. The product is [C:12]([O:11][C:9](=[O:10])[NH:16][CH2:17][C:18]1[CH:23]=[CH:22][C:21]([C:24]2[CH:29]=[CH:28][CH:27]=[CH:26][C:25]=2[O:30][CH2:31][CH3:32])=[C:20]([NH2:33])[CH:19]=1)([CH3:13])([CH3:14])[CH3:15]. The yield is 0.310. (8) The reactants are Br[C:2]1[S:6][C:5]([CH:7]=[O:8])=[CH:4][CH:3]=1.[CH2:9](B(O)O)[CH2:10][CH2:11][CH2:12][CH3:13]. No catalyst specified. The product is [CH2:9]([C:2]1[S:6][C:5]([CH:7]=[O:8])=[CH:4][CH:3]=1)[CH2:10][CH2:11][CH2:12][CH3:13]. The yield is 0.670. (9) The reactants are [F:1][C:2]([F:14])([F:13])[C:3]([C:9]([F:12])([F:11])[F:10])([OH:8])[CH2:4][CH2:5][CH2:6][OH:7].C[Li].[CH2:17]([Li])CCC.[C:22](Cl)(=[O:26])[C:23]([CH3:25])=[CH2:24]. No catalyst specified. The product is [C:22]([O:7][CH2:6][CH:5]([CH3:17])[CH2:4][C:3]([C:9]([F:10])([F:11])[F:12])([OH:8])[C:2]([F:13])([F:14])[F:1])(=[O:26])[C:23]([CH3:25])=[CH2:24]. The yield is 0.760. (10) The reactants are [CH:1]([NH2:4])([CH3:3])[CH3:2].CCN(C(C)C)C(C)C.[CH3:14][C:15]([C:19]1[N:23]([CH2:24][CH:25]2[CH2:30][CH2:29][O:28][CH2:27][CH2:26]2)[C:22]2[CH:31]=[CH:32][C:33]([S:35]([N:38]3[CH:42]=[C:41]([C:43](O)=[O:44])[CH:40]=[N:39]3)(=[O:37])=[O:36])=[CH:34][C:21]=2[N:20]=1)([CH3:18])[CH2:16][CH3:17].CN(C(ON1N=NC2C=CC=NC1=2)=[N+](C)C)C.F[P-](F)(F)(F)(F)F. The catalyst is CN(C=O)C. The product is [CH3:14][C:15]([C:19]1[N:23]([CH2:24][CH:25]2[CH2:30][CH2:29][O:28][CH2:27][CH2:26]2)[C:22]2[CH:31]=[CH:32][C:33]([S:35]([N:38]3[CH:42]=[C:41]([C:43]([NH:4][CH:1]([CH3:3])[CH3:2])=[O:44])[CH:40]=[N:39]3)(=[O:37])=[O:36])=[CH:34][C:21]=2[N:20]=1)([CH3:18])[CH2:16][CH3:17]. The yield is 0.740.